Predict the product of the given reaction. From a dataset of Forward reaction prediction with 1.9M reactions from USPTO patents (1976-2016). (1) The product is: [Br:23][C:24]1[CH:29]=[C:28]([N:15]2[C:16]3[C:12](=[CH:11][C:10]([CH2:9][O:8][Si:1]([C:4]([CH3:7])([CH3:6])[CH3:5])([CH3:3])[CH3:2])=[CH:18][CH:17]=3)[C:13]([C:19]([O:21][CH3:22])=[O:20])=[N:14]2)[CH:27]=[CH:26][CH:25]=1. Given the reactants [Si:1]([O:8][CH2:9][C:10]1[CH:11]=[C:12]2[C:16](=[CH:17][CH:18]=1)[NH:15][N:14]=[C:13]2[C:19]([O:21][CH3:22])=[O:20])([C:4]([CH3:7])([CH3:6])[CH3:5])([CH3:3])[CH3:2].[Br:23][C:24]1[CH:25]=[C:26](B(O)O)[CH:27]=[CH:28][CH:29]=1, predict the reaction product. (2) Given the reactants [CH2:1]([O:3][C:4](=[O:22])[C:5]1[CH:10]=[CH:9][C:8]([N:11]2[C:19]3[C:14](=[CH:15][CH:16]=[C:17]([CH:20]=[O:21])[CH:18]=3)[CH:13]=[CH:12]2)=[CH:7][CH:6]=1)[CH3:2].O1CCCC1.[BH4-].[Na+].[Cl-].[NH4+], predict the reaction product. The product is: [CH2:1]([O:3][C:4](=[O:22])[C:5]1[CH:10]=[CH:9][C:8]([N:11]2[C:19]3[C:14](=[CH:15][CH:16]=[C:17]([CH2:20][OH:21])[CH:18]=3)[CH:13]=[CH:12]2)=[CH:7][CH:6]=1)[CH3:2]. (3) Given the reactants Br[C:2]1[CH:3]=[N:4][CH:5]=[C:6]([N:10]2[CH2:21][CH2:20][N:19]3[C:12](=[CH:13][C:14]4[CH2:15][C:16]([CH3:23])([CH3:22])[CH2:17][C:18]=43)[C:11]2=[O:24])[C:7]=1[CH:8]=[O:9].[CH3:25][O:26][CH2:27][CH2:28][N:29]1[CH2:34][CH2:33][N:32]2[N:35]=[C:36]([NH:38][C:39]3[C:40](=[O:55])[N:41]([CH3:54])[CH:42]=[C:43](B4OC(C)(C)C(C)(C)O4)[CH:44]=3)[CH:37]=[C:31]2[CH2:30]1.C([O-])(=O)C.[Na+].[O-]P([O-])([O-])=O.[K+].[K+].[K+], predict the reaction product. The product is: [CH3:22][C:16]1([CH3:23])[CH2:15][C:14]2[CH:13]=[C:12]3[N:19]([CH2:20][CH2:21][N:10]([C:6]4[CH:5]=[N:4][CH:3]=[C:2]([C:43]5[CH:44]=[C:39]([NH:38][C:36]6[CH:37]=[C:31]7[CH2:30][N:29]([CH2:28][CH2:27][O:26][CH3:25])[CH2:34][CH2:33][N:32]7[N:35]=6)[C:40](=[O:55])[N:41]([CH3:54])[CH:42]=5)[C:7]=4[CH:8]=[O:9])[C:11]3=[O:24])[C:18]=2[CH2:17]1. (4) Given the reactants [C:1]1([N:7]2[CH2:12][CH:11]3[CH2:13][CH:8]2[CH2:9][NH:10]3)[CH:6]=[CH:5][CH:4]=[CH:3][CH:2]=1.[NH2-].[Na+].Br[CH2:17][CH2:18][CH2:19][Cl:20], predict the reaction product. The product is: [Cl:20][CH2:19][CH2:18][CH2:17][N:10]1[CH2:9][CH:8]2[CH2:13][CH:11]1[CH2:12][N:7]2[C:1]1[CH:6]=[CH:5][CH:4]=[CH:3][CH:2]=1. (5) Given the reactants [N:1]1([C:9]([O:11][CH2:12][C:13]2[CH:18]=[CH:17][CH:16]=[CH:15][CH:14]=2)=[O:10])[CH2:8][CH2:7][CH2:6][C@H:2]1[C:3]([OH:5])=O.C1C=NC2N(O)N=NC=2C=1.CCN(C(C)C)C(C)C.[CH2:38]([NH2:45])[C:39]1[CH:44]=[CH:43][CH:42]=[CH:41][CH:40]=1, predict the reaction product. The product is: [CH2:12]([O:11][C:9]([N:1]1[CH2:8][CH2:7][CH2:6][C@H:2]1[C:3](=[O:5])[NH:45][CH2:38][C:39]1[CH:44]=[CH:43][CH:42]=[CH:41][CH:40]=1)=[O:10])[C:13]1[CH:18]=[CH:17][CH:16]=[CH:15][CH:14]=1. (6) Given the reactants Br[C:2]1[N:6]2[CH:7]=[CH:8][C:9]([C:11]([F:14])([F:13])[F:12])=[N:10][C:5]2=[N:4][CH:3]=1.CC1(C)COB([C:22]2[CH:23]=[CH:24][C:25]([F:36])=[C:26]([C:28]3[CH:33]=[CH:32][C:31]([C:34]#[N:35])=[CH:30][CH:29]=3)[CH:27]=2)OC1, predict the reaction product. The product is: [F:36][C:25]1[CH:24]=[CH:23][C:22]([C:2]2[N:6]3[CH:7]=[CH:8][C:9]([C:11]([F:14])([F:13])[F:12])=[N:10][C:5]3=[N:4][CH:3]=2)=[CH:27][C:26]=1[C:28]1[CH:33]=[CH:32][C:31]([C:34]#[N:35])=[CH:30][CH:29]=1. (7) Given the reactants Cl.[CH2:2]([O:4][C:5]([C@:7]1([NH2:19])[CH2:12][C:11](=[O:13])[C@@H:10]2[C@H:8]1[C@H:9]2[C:14]([O:16][CH2:17][CH3:18])=[O:15])=[O:6])[CH3:3].C(=O)([O-])[O-].[K+].[K+].Cl[C:27]([O:29][CH2:30][C:31]1[CH:36]=[CH:35][CH:34]=[CH:33][CH:32]=1)=[O:28], predict the reaction product. The product is: [CH2:30]([O:29][C:27]([NH:19][C@@:7]1([C:5]([O:4][CH2:2][CH3:3])=[O:6])[CH2:12][C:11](=[O:13])[C@@H:10]2[C@H:8]1[C@H:9]2[C:14]([O:16][CH2:17][CH3:18])=[O:15])=[O:28])[C:31]1[CH:36]=[CH:35][CH:34]=[CH:33][CH:32]=1.